Dataset: Catalyst prediction with 721,799 reactions and 888 catalyst types from USPTO. Task: Predict which catalyst facilitates the given reaction. Reactant: [CH3:1][C:2]([C:6]1[CH:11]=[C:10]([N+:12]([O-])=O)[CH:9]=[C:8]([CH2:15][N:16]2[CH2:21][CH2:20][N:19]([CH3:22])[CH2:18][CH2:17]2)[CH:7]=1)([CH3:5])[C:3]#[N:4]. Product: [NH2:12][C:10]1[CH:11]=[C:6]([C:2]([CH3:5])([CH3:1])[C:3]#[N:4])[CH:7]=[C:8]([CH2:15][N:16]2[CH2:21][CH2:20][N:19]([CH3:22])[CH2:18][CH2:17]2)[CH:9]=1. The catalyst class is: 43.